From a dataset of Full USPTO retrosynthesis dataset with 1.9M reactions from patents (1976-2016). Predict the reactants needed to synthesize the given product. Given the product [CH3:41][O:40][C:28]1[CH:29]=[C:30]([N:33]2[CH2:34][CH2:35][N:36]([CH3:39])[CH2:37][CH2:38]2)[CH:31]=[CH:32][C:27]=1[C:14]1[CH:15]=[C:10]([C:2]2[O:1][C:9]3[C:4]([N:3]=2)=[N:5][CH:6]=[CH:7][CH:8]=3)[C:11]([NH2:25])=[N:12][CH:13]=1, predict the reactants needed to synthesize it. The reactants are: [O:1]1[C:9]2[C:4](=[N:5][CH:6]=[CH:7][CH:8]=2)[N:3]=[C:2]1[C:10]1[C:11]([NH2:25])=[N:12][CH:13]=[C:14](B2OC(C)(C)C(C)(C)O2)[CH:15]=1.Br[C:27]1[CH:32]=[CH:31][C:30]([N:33]2[CH2:38][CH2:37][N:36]([CH3:39])[CH2:35][CH2:34]2)=[CH:29][C:28]=1[O:40][CH3:41].C(=O)([O-])[O-].[Na+].[Na+].COCCOC.